This data is from Full USPTO retrosynthesis dataset with 1.9M reactions from patents (1976-2016). The task is: Predict the reactants needed to synthesize the given product. (1) Given the product [CH3:1][O:2][C:3](=[O:26])[C:4]1[CH:9]=[CH:8][CH:7]=[CH:6][C:5]=1[CH2:10][S:11][C:12]1[N:16]([CH2:17][CH2:18][O:19][C:39]2[CH:44]=[CH:43][CH:42]=[CH:41][CH:40]=2)[C:15]2[CH:20]=[C:21]([CH3:25])[C:22]([CH3:24])=[CH:23][C:14]=2[N:13]=1, predict the reactants needed to synthesize it. The reactants are: [CH3:1][O:2][C:3](=[O:26])[C:4]1[CH:9]=[CH:8][CH:7]=[CH:6][C:5]=1[CH2:10][S:11][C:12]1[N:16]([CH2:17][CH2:18][OH:19])[C:15]2[CH:20]=[C:21]([CH3:25])[C:22]([CH3:24])=[CH:23][C:14]=2[N:13]=1.CCOC(/N=N/C(OCC)=O)=O.[C:39]1(O)[CH:44]=[CH:43][CH:42]=[CH:41][CH:40]=1. (2) Given the product [Cl:1][C:2]1[CH:3]=[C:4]([NH:9][C:10]2[N:15]=[C:14]([N:16]3[C:20]([CH3:21])=[CH:19][C:18]([C:22]([F:25])([F:24])[F:23])=[N:17]3)[C:13]([C:26]3[CH:27]=[N:28][C:29]([O:36][CH2:37][CH2:38][O:39][CH3:40])=[C:30]([CH:35]=3)[C:31]([OH:33])=[O:32])=[CH:12][N:11]=2)[CH:5]=[CH:6][C:7]=1[F:8], predict the reactants needed to synthesize it. The reactants are: [Cl:1][C:2]1[CH:3]=[C:4]([NH:9][C:10]2[N:15]=[C:14]([N:16]3[C:20]([CH3:21])=[CH:19][C:18]([C:22]([F:25])([F:24])[F:23])=[N:17]3)[C:13]([C:26]3[CH:27]=[N:28][C:29]([O:36][CH2:37][CH2:38][O:39][CH3:40])=[C:30]([CH:35]=3)[C:31]([O:33]C)=[O:32])=[CH:12][N:11]=2)[CH:5]=[CH:6][C:7]=1[F:8].[OH-].[Na+].Cl. (3) Given the product [CH2:14]([N:10]1[C:11]([CH3:13])=[CH:12][C:7]([O:6][CH2:5][C:4]2[CH:23]=[CH:24][CH:25]=[CH:26][C:3]=2[CH2:2][NH:1][C:44]([NH:43][C:41]2[N:40]([C:56]3[CH:61]=[CH:60][CH:59]=[C:58]([O:62][CH3:63])[CH:57]=3)[N:39]=[C:38]([C:34]([CH3:37])([CH3:36])[CH3:35])[CH:42]=2)=[O:45])=[C:8]([CH3:22])[C:9]1=[O:21])[C:15]1[CH:20]=[CH:19][CH:18]=[CH:17][CH:16]=1, predict the reactants needed to synthesize it. The reactants are: [NH2:1][CH2:2][C:3]1[CH:26]=[CH:25][CH:24]=[CH:23][C:4]=1[CH2:5][O:6][C:7]1[CH:12]=[C:11]([CH3:13])[N:10]([CH2:14][C:15]2[CH:20]=[CH:19][CH:18]=[CH:17][CH:16]=2)[C:9](=[O:21])[C:8]=1[CH3:22].C(N(CC)CC)C.[C:34]([C:38]1[CH:42]=[C:41]([NH:43][C:44](=O)[O:45]C2C=CC([N+]([O-])=O)=CC=2)[N:40]([C:56]2[CH:61]=[CH:60][CH:59]=[C:58]([O:62][CH3:63])[CH:57]=2)[N:39]=1)([CH3:37])([CH3:36])[CH3:35]. (4) Given the product [Br:1][C:2]1[C:3]([CH2:9][Br:10])=[N:4][C:5]([Cl:8])=[CH:6][CH:7]=1, predict the reactants needed to synthesize it. The reactants are: [Br:1][C:2]1[C:3]([CH3:9])=[N:4][C:5]([Cl:8])=[CH:6][CH:7]=1.[Br:10]C1C(CBr)=NC=C(Br)C=1. (5) Given the product [CH3:16][C:15]1([CH3:20])[O:13][C:12]2[CH:11]=[C:10]3[C:5](=[CH:4][C:3]=2[CH2:2][O:1]1)[CH:6]=[CH:7][CH:8]=[C:9]3[OH:14], predict the reactants needed to synthesize it. The reactants are: [OH:1][CH2:2][C:3]1[CH:4]=[C:5]2[C:10](=[CH:11][C:12]=1[OH:13])[C:9]([OH:14])=[CH:8][CH:7]=[CH:6]2.[C:15]1(C)[CH:20]=CC(S([O-])(=O)=O)=C[CH:16]=1.[NH+]1C=CC=CC=1.COC(OC)(C)C.C(OCC)(=O)C.